Dataset: Reaction yield outcomes from USPTO patents with 853,638 reactions. Task: Predict the reaction yield, written as a fraction of the theoretical maximum amount of product (1.0 means a 100% yield; for example, 0.34 means a 34% yield). The reactants are [Br:1][C:2]1[C:3](F)=[C:4]2[C:10]([NH:11][C:12](=[O:23])[C:13]3[CH:18]=[CH:17][CH:16]=[C:15]([C:19]([F:22])([F:21])[F:20])[CH:14]=3)=[CH:9][NH:8][C:5]2=[N:6][CH:7]=1.[NH:25]1[CH2:30][CH2:29][CH2:28][C@@H:27]([NH:31][C:32](=[O:38])[O:33][C:34]([CH3:37])([CH3:36])[CH3:35])[CH2:26]1. The catalyst is CCCCO. The product is [Br:1][C:2]1[C:3]([N:25]2[CH2:30][CH2:29][CH2:28][C@@H:27]([NH:31][C:32](=[O:38])[O:33][C:34]([CH3:36])([CH3:35])[CH3:37])[CH2:26]2)=[C:4]2[C:10]([NH:11][C:12](=[O:23])[C:13]3[CH:18]=[CH:17][CH:16]=[C:15]([C:19]([F:22])([F:21])[F:20])[CH:14]=3)=[CH:9][NH:8][C:5]2=[N:6][CH:7]=1. The yield is 0.690.